The task is: Predict the reaction yield, written as a fraction of the theoretical maximum amount of product (1.0 means a 100% yield; for example, 0.34 means a 34% yield).. This data is from Reaction yield outcomes from USPTO patents with 853,638 reactions. The reactants are [CH2:1](Br)[C:2]1[CH:7]=[CH:6][CH:5]=[CH:4][CH:3]=1.[Br:9][C:10]1[CH:17]=[C:14]([CH:15]=[O:16])[C:13]([OH:18])=[CH:12][CH:11]=1.C(=O)([O-])[O-].[K+].[K+].CN(C)C=O. The catalyst is O. The product is [CH2:1]([O:18][C:13]1[CH:12]=[CH:11][C:10]([Br:9])=[CH:17][C:14]=1[CH:15]=[O:16])[C:2]1[CH:7]=[CH:6][CH:5]=[CH:4][CH:3]=1. The yield is 0.449.